The task is: Predict the product of the given reaction.. This data is from Forward reaction prediction with 1.9M reactions from USPTO patents (1976-2016). Given the reactants [N:1]1([CH2:6][C:7]2[CH:8]=[C:9]([CH:38]=[C:39]([Cl:41])[CH:40]=2)/[CH:10]=[CH:11]/[C:12]2[CH:17]=[CH:16][C:15]([N:18]3[CH2:23][CH2:22][N:21]([S:24]([C:27]4C=CC=C(OC(F)(F)F)[CH:28]=4)(=[O:26])=[O:25])[CH2:20][CH2:19]3)=[CH:14][CH:13]=2)[CH:5]=[CH:4][N:3]=[CH:2]1.C(S(Cl)(=O)=O)C.FC(F)(F)OC1C=C(S(Cl)(=O)=O)C=CC=1, predict the reaction product. The product is: [N:1]1([CH2:6][C:7]2[CH:8]=[C:9]([CH:38]=[C:39]([Cl:41])[CH:40]=2)/[CH:10]=[CH:11]/[C:12]2[CH:13]=[CH:14][C:15]([N:18]3[CH2:19][CH2:20][N:21]([S:24]([CH2:27][CH3:28])(=[O:25])=[O:26])[CH2:22][CH2:23]3)=[CH:16][CH:17]=2)[CH:5]=[CH:4][N:3]=[CH:2]1.